This data is from Full USPTO retrosynthesis dataset with 1.9M reactions from patents (1976-2016). The task is: Predict the reactants needed to synthesize the given product. (1) Given the product [CH3:28][NH:27][CH:24]1[CH2:25][CH2:26][CH:21]([O:20][C:11]2[C:10]3[C:9]4[C@@H:8]([CH2:7][C@H:5]5[NH:6][C:2](=[O:1])[NH:3][C:4]5=[O:36])[CH2:19][CH2:18][C:17]=4[S:16][C:15]=3[N:14]=[CH:13][N:12]=2)[CH2:22][CH2:23]1, predict the reactants needed to synthesize it. The reactants are: [O:1]=[C:2]1[NH:6][C@H:5]([CH2:7][C@H:8]2[CH2:19][CH2:18][C:17]3[S:16][C:15]4[N:14]=[CH:13][N:12]=[C:11]([O:20][CH:21]5[CH2:26][CH2:25][CH:24]([N:27](C)[C:28](=O)OC(C)(C)C)[CH2:23][CH2:22]5)[C:10]=4[C:9]2=3)[C:4](=[O:36])[NH:3]1.Cl. (2) Given the product [CH:33]1([C@@H:31]([NH:30][C:29]([C:28]2[C:27]3[C:22](=[CH:23][CH:24]=[CH:25][CH:26]=3)[N:21]=[C:20]([C:40]3[CH:41]=[CH:42][CH:43]=[CH:44][CH:45]=3)[C:19]=2[CH2:18][N:15]2[CH2:14][CH2:13][CH:12]([N:8]3[CH2:9][CH2:10][CH2:11][CH:6]([C:4]([OH:5])=[O:3])[CH2:7]3)[CH2:17][CH2:16]2)=[O:39])[CH3:32])[CH2:38][CH2:37][CH2:36][CH2:35][CH2:34]1, predict the reactants needed to synthesize it. The reactants are: C([O:3][C:4]([CH:6]1[CH2:11][CH2:10][CH2:9][N:8]([CH:12]2[CH2:17][CH2:16][N:15]([CH2:18][C:19]3[C:20]([C:40]4[CH:45]=[CH:44][CH:43]=[CH:42][CH:41]=4)=[N:21][C:22]4[C:27]([C:28]=3[C:29](=[O:39])[NH:30][C@H:31]([CH:33]3[CH2:38][CH2:37][CH2:36][CH2:35][CH2:34]3)[CH3:32])=[CH:26][CH:25]=[CH:24][CH:23]=4)[CH2:14][CH2:13]2)[CH2:7]1)=[O:5])C.C(O)C.[OH-].[Li+].OS([O-])(=O)=O.[K+]. (3) Given the product [F:2][C:3]1[CH:30]=[C:29]([CH2:31][S:32]([CH3:35])(=[O:34])=[O:33])[CH:28]=[CH:27][C:4]=1[CH2:5][O:6][C:7]1[CH:8]=[N:9][C:10]([N:13]2[CH2:18][CH2:17][N:16]([C:43]([O:56][C:57]3([C:61]([F:62])([F:63])[F:64])[CH2:58][O:59][CH2:60]3)=[O:65])[CH2:15][C@H:14]2[CH3:26])=[N:11][CH:12]=1, predict the reactants needed to synthesize it. The reactants are: Cl.[F:2][C:3]1[CH:30]=[C:29]([CH2:31][S:32]([CH3:35])(=[O:34])=[O:33])[CH:28]=[CH:27][C:4]=1[CH2:5][O:6][C:7]1[CH:8]=[N:9][C:10]([N:13]2[CH2:18][CH2:17][N:16](C(OC(C)(C)C)=O)[CH2:15][C@H:14]2[CH3:26])=[N:11][CH:12]=1.C(N(CC)CC)C.[C:43](=[O:65])([O:56][C:57]1([C:61]([F:64])([F:63])[F:62])[CH2:60][O:59][CH2:58]1)OC1C(F)=C(F)C(F)=C(F)C=1F. (4) Given the product [CH3:2][O:3][CH2:4][O:5][C:6]1[CH:11]=[C:10]([O:12][CH2:13][O:14][CH3:15])[CH:9]=[CH:8][C:7]=1[CH:16]1[CH2:21][CH2:20][CH2:19][CH:18]([NH:22][OH:23])[CH2:17]1, predict the reactants needed to synthesize it. The reactants are: B.[CH3:2][O:3][CH2:4][O:5][C:6]1[CH:11]=[C:10]([O:12][CH2:13][O:14][CH3:15])[CH:9]=[CH:8][C:7]=1[CH:16]1[CH2:21][CH2:20][CH2:19][C:18](=[N:22][OH:23])[CH2:17]1.C(O)(=O)C.C(=O)([O-])O.[Na+]. (5) Given the product [OH:33][C@H:34]1[CH2:35][CH2:36][C@H:37]([CH2:40][C:41]([NH:43][C:44]2[S:45][C:46]3[C:52]([N:53]4[CH2:58][CH2:57][O:56][CH2:55][CH2:54]4)=[CH:51][CH:50]=[C:49]([O:59][CH3:60])[C:47]=3[N:48]=2)=[O:42])[CH2:38][CH2:39]1, predict the reactants needed to synthesize it. The reactants are: COC1C2N=C(N)SC=2C(N2CCOCC2)=CC=1.ClC(C[C@H]1CC[C@H](OC(=O)C)CC1)=O.[OH:33][C@@H:34]1[CH2:39][CH2:38][C@H:37]([CH2:40][C:41]([NH:43][C:44]2[S:45][C:46]3[C:52]([N:53]4[CH2:58][CH2:57][O:56][CH2:55][CH2:54]4)=[CH:51][CH:50]=[C:49]([O:59][CH3:60])[C:47]=3[N:48]=2)=[O:42])[CH2:36][CH2:35]1. (6) Given the product [F:1][CH2:2][C@@H:3]([N:15]1[C:23](=[O:24])[C:22]2[C:17](=[CH:18][CH:19]=[CH:20][CH:21]=2)[C:16]1=[O:25])[CH2:4][C:5]([OH:7])=[O:6], predict the reactants needed to synthesize it. The reactants are: [F:1][CH2:2][C@@H:3]([N:15]1[C:23](=[O:24])[C:22]2[C:17](=[CH:18][CH:19]=[CH:20][CH:21]=2)[C:16]1=[O:25])[CH2:4][C:5]([O:7]CC1C=CC=CC=1)=[O:6].